This data is from Forward reaction prediction with 1.9M reactions from USPTO patents (1976-2016). The task is: Predict the product of the given reaction. (1) Given the reactants [CH3:1][C:2]1([C:5]2[CH:12]=[CH:11][C:8]([CH2:9][NH2:10])=[CH:7][CH:6]=2)[CH2:4][CH2:3]1.C(N(CC)CC)C.[N:20]1[CH:25]=[CH:24][CH:23]=[C:22]([S:26](Cl)(=[O:28])=[O:27])[CH:21]=1, predict the reaction product. The product is: [CH3:1][C:2]1([C:5]2[CH:6]=[CH:7][C:8]([CH2:9][NH:10][S:26]([C:22]3[CH:21]=[N:20][CH:25]=[CH:24][CH:23]=3)(=[O:28])=[O:27])=[CH:11][CH:12]=2)[CH2:3][CH2:4]1. (2) The product is: [CH:16]1([N:7]2[CH2:8][C:9]([F:15])([F:14])[C:10](=[O:13])[N:11]([CH3:12])[C:5]3[CH:4]=[N:3][C:2]([NH:35][C:36]4[CH:53]=[CH:52][C:39]([C:40]([NH:42][CH:43]5[CH2:44][CH2:45][N:46]([CH2:49][CH2:50][OH:51])[CH2:47][CH2:48]5)=[O:41])=[CH:38][C:37]=4[O:54][CH3:55])=[N:22][C:6]2=3)[CH2:21][CH2:20][CH2:19][CH2:18][CH2:17]1. Given the reactants Cl[C:2]1[N:3]=[CH:4][C:5]2[N:11]([CH3:12])[C:10](=[O:13])[C:9]([F:15])([F:14])[CH2:8][N:7]([CH:16]3[CH2:21][CH2:20][CH2:19][CH2:18][CH2:17]3)[C:6]=2[N:22]=1.O.C1(C)C(S(O)(=O)=O)=CC=CC=1.[NH2:35][C:36]1[CH:53]=[CH:52][C:39]([C:40]([NH:42][CH:43]2[CH2:48][CH2:47][N:46]([CH2:49][CH2:50][OH:51])[CH2:45][CH2:44]2)=[O:41])=[CH:38][C:37]=1[O:54][CH3:55], predict the reaction product. (3) Given the reactants [Cl:1][C:2]1[CH:7]=[CH:6][C:5]([C:8]2[C:14]3[CH:15]=[CH:16][CH:17]=[CH:18][C:13]=3[N:12]3[C:19]([CH3:22])=[N:20][N:21]=[C:11]3[CH:10]([CH2:23][C:24](O)=[O:25])[CH:9]=2)=[CH:4][CH:3]=1.CN(C(O[N:35]1N=N[C:37]2C=CC=N[C:36]1=2)=[N+](C)C)C.F[P-](F)(F)(F)(F)F.C(N(CC)CC)C.C(N)C, predict the reaction product. The product is: [Cl:1][C:2]1[CH:7]=[CH:6][C:5]([C:8]2[C:14]3[CH:15]=[CH:16][CH:17]=[CH:18][C:13]=3[N:12]3[C:19]([CH3:22])=[N:20][N:21]=[C:11]3[CH:10]([CH2:23][C:24]([NH:35][CH2:36][CH3:37])=[O:25])[CH:9]=2)=[CH:4][CH:3]=1. (4) Given the reactants [CH3:1][C:2]([OH:9])([CH2:5][CH:6]([CH3:8])[CH3:7])[C:3]#[CH:4].Br[C:11]1[CH:12]=[C:13]([CH2:17][CH2:18][CH2:19][NH:20][C:21](=[O:26])[C:22]([F:25])([F:24])[F:23])[CH:14]=[CH:15][CH:16]=1, predict the reaction product. The product is: [F:23][C:22]([F:24])([F:25])[C:21]([NH:20][CH2:19][CH2:18][CH2:17][C:13]1[CH:14]=[CH:15][CH:16]=[C:11]([C:4]#[C:3][C:2]([OH:9])([CH3:1])[CH2:5][CH:6]([CH3:8])[CH3:7])[CH:12]=1)=[O:26]. (5) The product is: [Cl:1][C:2]1[C:3]([C:8]2[CH:9]=[C:10]3[C:14](=[CH:15][CH:16]=2)[N:13]([CH2:17][CH3:18])[N:12]=[C:11]3[NH:19][C:20]2[S:21][CH:24]=[CH:25][N:22]=2)=[N:4][CH:5]=[CH:6][CH:7]=1. Given the reactants [Cl:1][C:2]1[C:3]([C:8]2[CH:9]=[C:10]3[C:14](=[CH:15][CH:16]=2)[N:13]([CH2:17][CH3:18])[N:12]=[C:11]3[NH:19][C:20]([NH2:22])=[S:21])=[N:4][CH:5]=[CH:6][CH:7]=1.Br[CH2:24][CH:25](OCC)OCC.C(=O)([O-])O.[Na+], predict the reaction product. (6) The product is: [C:1]([C:5]1[CH:6]=[CH:7][CH:8]=[C:9]2[C:14]=1[N:13]=[C:12]([C:15]1[N:19]3[CH:20]=[C:21]([C:22]([OH:24])=[O:23])[CH:26]=[CH:27][C:18]3=[N:17][N:16]=1)[CH:11]=[CH:10]2)([CH3:4])([CH3:3])[CH3:2]. Given the reactants [C:1]([C:5]1[CH:6]=[CH:7][CH:8]=[C:9]2[C:14]=1[N:13]=[C:12](/[CH:15]=[N:16]/[NH:17][C:18]1[CH:27]=[CH:26][C:21]([C:22]([O:24]C)=[O:23])=[CH:20][N:19]=1)[CH:11]=[CH:10]2)([CH3:4])([CH3:3])[CH3:2].C(O)(=O)C.C(O)(=O)C.IC1C=CC=CC=1.C1COCC1.O.O[Li].O, predict the reaction product.